From a dataset of Reaction yield outcomes from USPTO patents with 853,638 reactions. Predict the reaction yield, written as a fraction of the theoretical maximum amount of product (1.0 means a 100% yield; for example, 0.34 means a 34% yield). (1) The reactants are [Cl:1][C:2]1[CH:7]=[C:6]([F:8])[C:5](I)=[C:4]([O:10][CH3:11])[C:3]=1[F:12].[CH3:13][Sn:14]([CH3:20])([CH3:19])[Sn:14]([CH3:20])([CH3:19])[CH3:13]. The catalyst is O1CCOCC1.C1C=CC(P(C2C=CC=CC=2)C2C=CC=CC=2)=CC=1.C1C=CC(P(C2C=CC=CC=2)C2C=CC=CC=2)=CC=1.Cl[Pd]Cl. The product is [Cl:1][C:2]1[CH:7]=[C:6]([F:8])[C:5]([Sn:14]([CH3:20])([CH3:19])[CH3:13])=[C:4]([O:10][CH3:11])[C:3]=1[F:12]. The yield is 0.870. (2) The reactants are [N+:1]([C:4]1[CH:5]=[C:6]([OH:10])[CH:7]=[CH:8][CH:9]=1)([O-:3])=[O:2].C(=O)([O-])[O-].[K+].[K+].Cl[CH2:18][C@@H:19]1[CH2:23][O:22][C:21]([CH3:25])([CH3:24])[O:20]1.O. The catalyst is CN(C=O)C.CCCCC. The product is [CH3:24][C:21]1([CH3:25])[O:20][C@H:19]([CH2:18][O:10][C:6]2[CH:7]=[CH:8][CH:9]=[C:4]([N+:1]([O-:3])=[O:2])[CH:5]=2)[CH2:23][O:22]1. The yield is 0.520.